Dataset: Forward reaction prediction with 1.9M reactions from USPTO patents (1976-2016). Task: Predict the product of the given reaction. (1) Given the reactants [CH2:1]([O:3][C:4](=[O:32])[CH2:5][N:6]1[CH2:10][C@@H:9]([C:11]([O:13]CC2C=CC=CC=2)=[O:12])[N:8](C(OCC2C=CC=CC=2)=O)[C:7]1=[O:31])[CH3:2], predict the reaction product. The product is: [CH2:1]([O:3][C:4](=[O:32])[CH2:5][N:6]1[CH2:10][C@@H:9]([C:11]([OH:13])=[O:12])[NH:8][C:7]1=[O:31])[CH3:2]. (2) Given the reactants [Cl:1][C:2]1[CH:7]=[C:6]([Cl:8])[CH:5]=[CH:4][C:3]=1[C:9]1[N:10]=[C:11]([CH2:30][CH3:31])[C:12]([NH:17][C@@H:18]2[C:26]3[C:21](=[CH:22][CH:23]=[CH:24][CH:25]=3)[CH2:20][C@@H:19]2[O:27][CH2:28][CH3:29])=[N:13][C:14]=1[CH2:15][CH3:16].[CH:32]1(C2C(N[C@@H]3C4C(=CC=CC=4)C[C@@H]3O)=NC(CC)=C(C3C=CC(Cl)=CC=3Cl)N=2)CC1, predict the reaction product. The product is: [CH:30]1([C:11]2[C:12]([NH:17][C@@H:18]3[C:26]4[C:21](=[CH:22][CH:23]=[CH:24][CH:25]=4)[CH2:20][C@@H:19]3[O:27][CH2:28][CH3:29])=[N:13][C:14]([CH2:15][CH3:16])=[C:9]([C:3]3[CH:4]=[CH:5][C:6]([Cl:8])=[CH:7][C:2]=3[Cl:1])[N:10]=2)[CH2:32][CH2:31]1. (3) Given the reactants Br[C:2]1[N:3]([S:7]([N:10]([CH3:12])[CH3:11])(=[O:9])=[O:8])[CH:4]=[CH:5][N:6]=1.[CH3:13][NH:14][CH3:15], predict the reaction product. The product is: [CH3:13][N:14]([CH3:15])[C:2]1[N:3]([S:7]([N:10]([CH3:12])[CH3:11])(=[O:9])=[O:8])[CH:4]=[CH:5][N:6]=1. (4) Given the reactants C([O:8][N:9]1[C:14]2[N:15]=[CH:16][N:17]=[CH:18][C:13]=2[C:12]([NH:19][CH:20]2[C:29]3[C:24](=[CH:25][CH:26]=[CH:27][CH:28]=3)[CH2:23][CH2:22][CH2:21]2)=[CH:11][C:10]1=[O:30])C1C=CC=CC=1.[H][H], predict the reaction product. The product is: [OH:8][N:9]1[C:14]2[N:15]=[CH:16][N:17]=[CH:18][C:13]=2[C:12]([NH:19][CH:20]2[C:29]3[C:24](=[CH:25][CH:26]=[CH:27][CH:28]=3)[CH2:23][CH2:22][CH2:21]2)=[CH:11][C:10]1=[O:30]. (5) Given the reactants [OH:1][CH2:2][C:3]1([CH3:49])[CH2:11][C:10]2[N:9](COCC[Si](C)(C)C)[N:8]=[C:7]([C:20]3[N:21](COCC[Si](C)(C)C)[C:22]4[C:27]([CH:28]=3)=[CH:26][CH:25]=[C:24]([N:29]([CH3:40])[C:30](=[O:39])[CH2:31][N:32]3[CH2:37][CH2:36][CH2:35][CH2:34][C:33]3=[O:38])[CH:23]=4)[C:6]=2[CH2:5][CH2:4]1.[F-].C([N+](CCCC)(CCCC)CCCC)CCC, predict the reaction product. The product is: [OH:1][CH2:2][C:3]1([CH3:49])[CH2:11][C:10]2[NH:9][N:8]=[C:7]([C:20]3[NH:21][C:22]4[C:27]([CH:28]=3)=[CH:26][CH:25]=[C:24]([N:29]([CH3:40])[C:30](=[O:39])[CH2:31][N:32]3[CH2:37][CH2:36][CH2:35][CH2:34][C:33]3=[O:38])[CH:23]=4)[C:6]=2[CH2:5][CH2:4]1. (6) The product is: [F:16][C:13]([F:14])([F:15])[C:12]([NH:11][CH2:10][C:9]#[C:8][C:4]1[CH:5]=[CH:6][CH:7]=[C:2]([NH:1][CH2:19][C:20]2([OH:18])[CH2:25][CH2:24][CH2:23][CH2:22][CH2:21]2)[CH:3]=1)=[O:17]. Given the reactants [NH2:1][C:2]1[CH:3]=[C:4]([C:8]#[C:9][CH2:10][NH:11][C:12](=[O:17])[C:13]([F:16])([F:15])[F:14])[CH:5]=[CH:6][CH:7]=1.[O:18]1[C:20]2([CH2:25][CH2:24][CH2:23][CH2:22][CH2:21]2)[CH2:19]1, predict the reaction product.